From a dataset of Peptide-MHC class I binding affinity with 185,985 pairs from IEDB/IMGT. Regression. Given a peptide amino acid sequence and an MHC pseudo amino acid sequence, predict their binding affinity value. This is MHC class I binding data. (1) The peptide sequence is RVVRPWGSY. The MHC is HLA-B51:01 with pseudo-sequence HLA-B51:01. The binding affinity (normalized) is 0.0847. (2) The peptide sequence is KVDMVNETS. The MHC is Mamu-A70103 with pseudo-sequence Mamu-A70103. The binding affinity (normalized) is 0.0627. (3) The peptide sequence is MFAVGTWMM. The MHC is HLA-B39:01 with pseudo-sequence HLA-B39:01. The binding affinity (normalized) is 0.0847. (4) The peptide sequence is SEAREHLKNG. The MHC is HLA-B44:03 with pseudo-sequence HLA-B44:03. The binding affinity (normalized) is 0.0531. (5) The peptide sequence is DARYCSEFIR. The MHC is HLA-A31:01 with pseudo-sequence HLA-A31:01. The binding affinity (normalized) is 0.350. (6) The peptide sequence is ALVFGRRLF. The MHC is HLA-B15:03 with pseudo-sequence HLA-B15:03. The binding affinity (normalized) is 0.350. (7) The peptide sequence is FWAWSVLRV. The MHC is HLA-B15:01 with pseudo-sequence HLA-B15:01. The binding affinity (normalized) is 0.0847. (8) The peptide sequence is ETACLGKSY. The MHC is HLA-B57:01 with pseudo-sequence HLA-B57:01. The binding affinity (normalized) is 0.0847. (9) The peptide sequence is DHQLDPAFR. The MHC is HLA-A11:01 with pseudo-sequence HLA-A11:01. The binding affinity (normalized) is 0. (10) The peptide sequence is PAPSSSTTT. The MHC is Mamu-A01 with pseudo-sequence Mamu-A01. The binding affinity (normalized) is 0.